From a dataset of Reaction yield outcomes from USPTO patents with 853,638 reactions. Predict the reaction yield, written as a fraction of the theoretical maximum amount of product (1.0 means a 100% yield; for example, 0.34 means a 34% yield). (1) The reactants are [H-].[Na+].[NH:3]1[C:12]2[C:7](=[CH:8][CH:9]=[CH:10][CH:11]=2)[CH2:6][CH2:5][CH2:4]1.I[CH3:14]. The catalyst is O1CCCC1. The product is [CH3:14][N:3]1[C:12]2[C:7](=[CH:8][CH:9]=[CH:10][CH:11]=2)[CH2:6][CH2:5][CH2:4]1. The yield is 0.610. (2) The reactants are [Br:1][C:2]1[C:3]([C:16](=O)[NH2:17])=[CH:4][C:5]([NH:8][C:9](=[O:15])[O:10][C:11]([CH3:14])([CH3:13])[CH3:12])=[N:6][CH:7]=1.COC1C=CC(P2(SP(C3C=CC(OC)=CC=3)(=S)S2)=[S:28])=CC=1. The catalyst is O1CCCC1. The product is [Br:1][C:2]1[C:3]([C:16](=[S:28])[NH2:17])=[CH:4][C:5]([NH:8][C:9](=[O:15])[O:10][C:11]([CH3:14])([CH3:13])[CH3:12])=[N:6][CH:7]=1. The yield is 0.970. (3) The reactants are CCN(C(C)C)C(C)C.Cl.[NH2:11][C@@H:12]([CH:20]([CH3:22])[CH3:21])[C:13]([O:15][C:16]([CH3:19])([CH3:18])[CH3:17])=[O:14].Cl[C:24]([O:26][CH3:27])=[O:25]. The catalyst is C1COCC1. The product is [CH3:27][O:26][C:24]([NH:11][C@@H:12]([CH:20]([CH3:22])[CH3:21])[C:13]([O:15][C:16]([CH3:17])([CH3:19])[CH3:18])=[O:14])=[O:25]. The yield is 0.990. (4) The yield is 0.590. The catalyst is C1(C)C=CC=CC=1.CCOC(C)=O. The reactants are [Cl:1][C:2]1[CH:3]=[CH:4][C:5]([CH3:12])=[C:6]([CH:11]=1)[C:7]([NH:9][NH2:10])=[O:8].[N:13]([CH2:16][CH2:17][CH2:18][C:19]([C:21]1[CH:26]=[CH:25][CH:24]=[CH:23][CH:22]=1)=O)=[N+:14]=[N-:15].O.C1(C)C=CC(S(O)(=O)=O)=CC=1. The product is [N:13]([CH2:16][CH2:17][CH2:18][C:19](=[N:10][NH:9][C:7](=[O:8])[C:6]1[CH:11]=[C:2]([Cl:1])[CH:3]=[CH:4][C:5]=1[CH3:12])[C:21]1[CH:26]=[CH:25][CH:24]=[CH:23][CH:22]=1)=[N+:14]=[N-:15]. (5) The reactants are CC(O)=O.Cl[C:6]1[N:7]=[N:8][CH:9]=[C:10]([Cl:13])[C:11]=1[NH2:12].[CH:14]([NH2:17])([CH3:16])[CH3:15]. The catalyst is CO. The product is [Cl:13][C:10]1[C:11]([NH2:12])=[C:6]([NH:17][CH:14]([CH3:16])[CH3:15])[N:7]=[N:8][CH:9]=1. The yield is 0.740. (6) The reactants are [F:1][C:2]1[CH:3]=[C:4]2[C:9](=[CH:10][CH:11]=1)[N:8]=[C:7]([NH:12][C:13](=[O:17])OCC)[C:6]([O:18][CH3:19])=[N:5]2.[CH3:20][O:21][C:22]1[CH:27]=[CH:26][CH:25]=[CH:24][C:23]=1[N:28]1[CH2:33][CH2:32][NH:31][CH2:30][CH2:29]1. No catalyst specified. The product is [F:1][C:2]1[CH:3]=[C:4]2[C:9](=[CH:10][CH:11]=1)[N:8]=[C:7]([NH:12][C:13]([N:31]1[CH2:30][CH2:29][N:28]([C:23]3[CH:24]=[CH:25][CH:26]=[CH:27][C:22]=3[O:21][CH3:20])[CH2:33][CH2:32]1)=[O:17])[C:6]([O:18][CH3:19])=[N:5]2. The yield is 0.820.